From a dataset of Full USPTO retrosynthesis dataset with 1.9M reactions from patents (1976-2016). Predict the reactants needed to synthesize the given product. Given the product [CH3:15][O:14][C:11]1[CH:10]=[CH:9][C:8]([C:6]2[N:7]=[C:2]([NH:38][C:37]3[CH:36]=[CH:35][C:34]([N:31]4[CH2:32][CH2:33][S:28][CH2:29][CH2:30]4)=[CH:40][CH:39]=3)[C:3]3[NH:18][N:17]=[CH:16][C:4]=3[N:5]=2)=[CH:13][CH:12]=1, predict the reactants needed to synthesize it. The reactants are: Cl[C:2]1[C:3]2[C:4](=[CH:16][N:17](CC3C=CC(OC)=CC=3)[N:18]=2)[N:5]=[C:6]([C:8]2[CH:13]=[CH:12][C:11]([O:14][CH3:15])=[CH:10][CH:9]=2)[N:7]=1.[S:28]1[CH2:33][CH2:32][N:31]([C:34]2[CH:40]=[CH:39][C:37]([NH2:38])=[CH:36][CH:35]=2)[CH2:30][CH2:29]1.Cl.